The task is: Predict the reactants needed to synthesize the given product.. This data is from Full USPTO retrosynthesis dataset with 1.9M reactions from patents (1976-2016). (1) Given the product [O:1]=[C:2]1[CH:3]=[CH:4][N:5]2[N:8]=[CH:9][C:10]([C:11]([OH:13])=[O:12])=[C:6]2[NH:7]1, predict the reactants needed to synthesize it. The reactants are: [O:1]=[C:2]1[N:7]=[CH:6][N:5]2[N:8]=[CH:9][C:10]([C:11]([O:13]C)=[O:12])=[C:4]2[CH2:3]1.[OH-].[Li+].O. (2) Given the product [Br:1][C:2]1[CH:3]=[CH:4][C:5]2[C:6]3[N:13]([CH2:14][CH2:15][CH2:16][O:17][CH:18]([CH3:20])[CH3:19])[C:22]([CH2:21][O:23][CH2:24][CH3:25])=[N:12][C:7]=3[CH:8]=[N:9][C:10]=2[CH:11]=1, predict the reactants needed to synthesize it. The reactants are: [Br:1][C:2]1[CH:11]=[C:10]2[C:5]([C:6]([NH:13][CH2:14][CH2:15][CH2:16][O:17][CH:18]([CH3:20])[CH3:19])=[C:7]([NH2:12])[CH:8]=[N:9]2)=[CH:4][CH:3]=1.[CH2:21]([O:23][CH2:24][C:25](Cl)=O)[CH3:22].C(O)C. (3) Given the product [C:41]([C:2]1[C:3]([C:37]([F:39])([F:38])[F:40])=[N:4][N:5]([CH2:7][C:8]([NH:10][C@H:11]([C:21]2[C:26]([C:27]3[CH:28]=[CH:29][C:30]([F:36])=[C:31]([CH:35]=3)[C:32]([NH2:34])=[O:33])=[CH:25][CH:24]=[CH:23][N:22]=2)[CH2:12][C:13]2[CH:18]=[C:17]([F:19])[CH:16]=[C:15]([F:20])[CH:14]=2)=[O:9])[CH:6]=1)#[N:42], predict the reactants needed to synthesize it. The reactants are: Br[C:2]1[C:3]([C:37]([F:40])([F:39])[F:38])=[N:4][N:5]([CH2:7][C:8]([NH:10][C@H:11]([C:21]2[C:26]([C:27]3[CH:28]=[CH:29][C:30]([F:36])=[C:31]([CH:35]=3)[C:32]([NH2:34])=[O:33])=[CH:25][CH:24]=[CH:23][N:22]=2)[CH2:12][C:13]2[CH:18]=[C:17]([F:19])[CH:16]=[C:15]([F:20])[CH:14]=2)=[O:9])[CH:6]=1.[C:41]([Cu])#[N:42]. (4) Given the product [CH3:18][O:17][N:16]([CH3:15])[C:7]([C:5]1[N:6]=[C:2]([CH3:1])[O:3][C:4]=1[C:10]([F:13])([F:12])[F:11])=[O:9], predict the reactants needed to synthesize it. The reactants are: [CH3:1][C:2]1[O:3][C:4]([C:10]([F:13])([F:12])[F:11])=[C:5]([C:7]([OH:9])=O)[N:6]=1.Cl.[CH3:15][NH:16][O:17][CH3:18].CN1CCOCC1.CCN=C=NCCCN(C)C.Cl. (5) Given the product [OH:9][C:7]1[C:6]([O:10][CH2:11][CH2:12][CH3:13])=[CH:5][N:4]=[C:3]([CH2:2][NH:1][CH:16]=[C:17]2[C:26]3[C:21](=[CH:22][CH:23]=[C:24]([Br:27])[CH:25]=3)[C:20](=[O:28])[NH:19][C:18]2=[O:29])[CH:8]=1, predict the reactants needed to synthesize it. The reactants are: [NH2:1][CH2:2][C:3]1[CH:8]=[C:7]([OH:9])[C:6]([O:10][CH2:11][CH2:12][CH3:13])=[CH:5][N:4]=1.CO[CH:16]=[C:17]1[C:26]2[C:21](=[CH:22][CH:23]=[C:24]([Br:27])[CH:25]=2)[C:20](=[O:28])[NH:19][C:18]1=[O:29]. (6) Given the product [Cl:3][C:4]1[C:12]2[N:11]=[C:10]3[N:13]([C:17]4[CH:22]=[CH:21][C:20]([Cl:23])=[CH:19][C:18]=4[Cl:24])[CH2:14][CH2:15][CH2:16][N:9]3[C:8]=2[C:7]([CH:25]([CH:27]2[CH2:29][CH2:28]2)[O:26][CH3:30])=[CH:6][CH:5]=1, predict the reactants needed to synthesize it. The reactants are: [H-].[Na+].[Cl:3][C:4]1[C:12]2[N:11]=[C:10]3[N:13]([C:17]4[CH:22]=[CH:21][C:20]([Cl:23])=[CH:19][C:18]=4[Cl:24])[CH2:14][CH2:15][CH2:16][N:9]3[C:8]=2[C:7]([CH:25]([CH:27]2[CH2:29][CH2:28]2)[OH:26])=[CH:6][CH:5]=1.[CH3:30]I. (7) Given the product [F:20][C:21]1[CH:26]=[C:25]([O:27][C:28]([F:29])([F:30])[F:31])[CH:24]=[CH:23][C:22]=1[C:2]1[CH:3]=[CH:4][C:5]([C:8]([C:14]2[CH:15]=[N:16][CH:17]=[N:18][CH:19]=2)([OH:13])[C:9]([CH3:12])([CH3:11])[CH3:10])=[N:6][CH:7]=1, predict the reactants needed to synthesize it. The reactants are: Br[C:2]1[CH:3]=[CH:4][C:5]([C:8]([C:14]2[CH:15]=[N:16][CH:17]=[N:18][CH:19]=2)([OH:13])[C:9]([CH3:12])([CH3:11])[CH3:10])=[N:6][CH:7]=1.[F:20][C:21]1[CH:26]=[C:25]([O:27][C:28]([F:31])([F:30])[F:29])[CH:24]=[CH:23][C:22]=1B1OC(C)(C)C(C)(C)O1. (8) Given the product [Cl:8][C:14]1[CH2:13][CH:12]([CH3:11])[CH2:17][CH2:16][C:15]=1[CH:4]=[O:5], predict the reactants needed to synthesize it. The reactants are: CN([CH:4]=[O:5])C.P(Cl)(Cl)([Cl:8])=O.[CH3:11][CH:12]1[CH2:17][CH2:16][CH2:15][C:14](=O)[CH2:13]1.C([O-])(=O)C.[Na+].